Dataset: Forward reaction prediction with 1.9M reactions from USPTO patents (1976-2016). Task: Predict the product of the given reaction. (1) Given the reactants C([O:5][CH2:6][CH:7]1[NH:12][CH2:11][CH2:10][N:9]([C:13]2[CH:22]=[C:21]3[C:16]([CH:17]=[CH:18][C:19](=[O:31])[N:20]3[C:23]3[C:28]([Cl:29])=[CH:27][CH:26]=[CH:25][C:24]=3[Cl:30])=[C:15]([C:32]3[CH:37]=[CH:36][CH:35]=[CH:34][C:33]=3[Cl:38])[N:14]=2)[CH2:8]1)(C)(C)C.C(O)(C(F)(F)F)=O, predict the reaction product. The product is: [Cl:38][C:33]1[CH:34]=[CH:35][CH:36]=[CH:37][C:32]=1[C:15]1[N:14]=[C:13]([N:9]2[CH2:10][CH2:11][NH:12][CH:7]([CH2:6][OH:5])[CH2:8]2)[CH:22]=[C:21]2[C:16]=1[CH:17]=[CH:18][C:19](=[O:31])[N:20]2[C:23]1[C:24]([Cl:30])=[CH:25][CH:26]=[CH:27][C:28]=1[Cl:29]. (2) The product is: [F:1][C:2]1[CH:7]=[C:6]([I:8])[CH:5]=[CH:4][C:3]=1[NH:9][C:10]1[CH:18]=[N:17][CH:16]=[CH:15][C:11]=1[C:12]([N:23]([CH2:22][CH2:21][O:20][CH3:19])[CH3:24])=[O:14]. Given the reactants [F:1][C:2]1[CH:7]=[C:6]([I:8])[CH:5]=[CH:4][C:3]=1[NH:9][C:10]1[CH:18]=[N:17][CH:16]=[CH:15][C:11]=1[C:12]([OH:14])=O.[CH3:19][O:20][CH2:21][CH2:22][N:23](C)[CH3:24], predict the reaction product. (3) Given the reactants Br[C:2]1[CH:17]=[CH:16][C:5]([C:6]([O:8][CH2:9][C:10]2[CH:15]=[CH:14][CH:13]=[CH:12][CH:11]=2)=[O:7])=[C:4]([CH3:18])[CH:3]=1.[F:19][C:20]1[CH:21]=[CH:22][C:23]([OH:29])=[C:24](B(O)O)[CH:25]=1, predict the reaction product. The product is: [F:19][C:20]1[CH:25]=[CH:24][C:23]([OH:29])=[C:22]([C:2]2[CH:17]=[CH:16][C:5]([C:6]([O:8][CH2:9][C:10]3[CH:15]=[CH:14][CH:13]=[CH:12][CH:11]=3)=[O:7])=[C:4]([CH3:18])[CH:3]=2)[CH:21]=1. (4) Given the reactants CCN(C(C)C)[CH:4]([CH3:6])[CH3:5].[ClH:10].[NH2:11][CH2:12][C@@H:13]1[CH2:17][CH2:16][N:15]([C:18]2[C:23]([Br:24])=[CH:22][N:21]=[C:20]3[NH:25][CH:26]=[C:27]([NH:28][C:29](=[O:36])[C:30]4[CH:35]=[CH:34][CH:33]=[N:32][CH:31]=4)[C:19]=23)[CH2:14]1.CC(=O)C.[BH-](OC(C)=O)(OC(C)=O)OC(C)=O.[Na+].C([O-])([O-])=O.[Na+].[Na+], predict the reaction product. The product is: [ClH:10].[Br:24][C:23]1[C:18]([N:15]2[CH2:16][CH2:17][C@@H:13]([CH2:12][NH:11][CH:4]([CH3:6])[CH3:5])[CH2:14]2)=[C:19]2[C:27]([NH:28][C:29](=[O:36])[C:30]3[CH:35]=[CH:34][CH:33]=[N:32][CH:31]=3)=[CH:26][NH:25][C:20]2=[N:21][CH:22]=1. (5) Given the reactants C1(C2C=CC=CC=2)C=CC=C(N[C:8](=[O:22])[CH2:9][CH2:10][CH2:11][CH2:12][CH2:13][NH:14][C:15](=[O:21])[O:16][C:17]([CH3:20])([CH3:19])[CH3:18])C=1.[CH2:29]([NH:32][C:33](=[O:47])[C@@H:34]([NH2:46])[CH2:35][C:36]1[C:44]2[C:39](=[CH:40][CH:41]=[CH:42][CH:43]=2)[N:38]([CH3:45])[CH:37]=1)[CH:30]=[CH2:31].C1(C2C=C([CH:58]=[CH:59][CH:60]=2)N)C=CC=CC=1, predict the reaction product. The product is: [NH2:46][C@@H:34]([CH2:35][C:36]1[C:44]2[C:39](=[CH:40][CH:41]=[CH:42][CH:43]=2)[N:38]([CH3:45])[CH:37]=1)[C:33]([OH:47])=[O:16].[CH2:29]([NH:32][C:33](=[O:47])[C@@H:34]([NH:46][C:8](=[O:22])[C@@H:9]([NH:14][C:15](=[O:16])[O:21][CH2:60][CH:59]=[CH2:58])[CH2:10][CH2:11][CH2:12][CH2:13][NH:14][C:15]([O:16][C:17]([CH3:18])([CH3:19])[CH3:20])=[O:21])[CH2:35][C:36]1[C:44]2[C:39](=[CH:40][CH:41]=[CH:42][CH:43]=2)[N:38]([CH3:45])[CH:37]=1)[CH:30]=[CH2:31].